This data is from Full USPTO retrosynthesis dataset with 1.9M reactions from patents (1976-2016). The task is: Predict the reactants needed to synthesize the given product. (1) Given the product [CH:10]12[O:15][CH:13]([CH2:12][CH2:11]1)[CH2:14][N:8]([C:6]1[N:7]=[C:2]([Cl:1])[N:3]=[C:4]([NH:23][CH:20]([CH3:22])[CH3:21])[C:5]=1[N+:16]([O-:18])=[O:17])[CH2:9]2, predict the reactants needed to synthesize it. The reactants are: [Cl:1][C:2]1[N:7]=[C:6]([N:8]2[CH2:14][CH:13]3[O:15][CH:10]([CH2:11][CH2:12]3)[CH2:9]2)[C:5]([N+:16]([O-:18])=[O:17])=[C:4](Cl)[N:3]=1.[CH:20]([NH2:23])([CH3:22])[CH3:21].C(N(CC)CC)C. (2) Given the product [CH3:24][O:25][CH2:26][CH2:27][C:28]1[N:11]([CH2:10][CH2:9][CH2:8][NH:7][C:6](=[O:23])[O:5][C:1]([CH3:4])([CH3:2])[CH3:3])[C:12]2[C:21]3[CH:20]=[CH:19][CH:18]=[CH:17][C:16]=3[N:15]=[CH:14][C:13]=2[N:22]=1, predict the reactants needed to synthesize it. The reactants are: [C:1]([O:5][C:6](=[O:23])[NH:7][CH2:8][CH2:9][CH2:10][NH:11][C:12]1[C:21]2[C:16](=[CH:17][CH:18]=[CH:19][CH:20]=2)[N:15]=[CH:14][C:13]=1[NH2:22])([CH3:4])([CH3:3])[CH3:2].[CH3:24][O:25][CH2:26][CH2:27][C:28](O)=O.CN(C(ON1N=NC2C=CC=NC1=2)=[N+](C)C)C.F[P-](F)(F)(F)(F)F.